From a dataset of Catalyst prediction with 721,799 reactions and 888 catalyst types from USPTO. Predict which catalyst facilitates the given reaction. (1) Reactant: [I:1][C:2]1[CH:3]=[C:4]([N:8]=[C:9]=[O:10])[CH:5]=[CH:6][CH:7]=1.[NH:11]1[CH2:16][CH2:15][O:14][CH2:13][CH2:12]1. Product: [I:1][C:2]1[CH:3]=[C:4]([NH:8][C:9]([N:11]2[CH2:16][CH2:15][O:14][CH2:13][CH2:12]2)=[O:10])[CH:5]=[CH:6][CH:7]=1. The catalyst class is: 12. (2) The catalyst class is: 35. Reactant: Br[CH2:2][CH2:3][CH2:4][CH2:5][C:6]([O:8][CH2:9][CH3:10])=[O:7].[N-:11]=[N+:12]=[N-:13].[Na+]. Product: [N:11]([CH2:2][CH2:3][CH2:4][CH2:5][C:6]([O:8][CH2:9][CH3:10])=[O:7])=[N+:12]=[N-:13].